The task is: Predict which catalyst facilitates the given reaction.. This data is from Catalyst prediction with 721,799 reactions and 888 catalyst types from USPTO. (1) Reactant: N#N.C[O:4][C:5]([CH:7]1[CH2:12][CH2:11][CH:10]([NH:13][C:14](=[O:29])[CH2:15][CH2:16][C:17]2[CH:22]=[C:21]([O:23]C)[C:20]([O:25]C)=[C:19]([O:27]C)[CH:18]=2)[CH2:9][CH2:8]1)=[O:6].B(Br)(Br)Br.O. Product: [OH:23][C:21]1[CH:22]=[C:17]([CH2:16][CH2:15][C:14]([NH:13][C@@H:10]2[CH2:11][CH2:12][C@H:7]([C:5]([OH:6])=[O:4])[CH2:8][CH2:9]2)=[O:29])[CH:18]=[C:19]([OH:27])[C:20]=1[OH:25]. The catalyst class is: 61. (2) Reactant: CCN=C=NCCCN(C)C.[CH3:12][N:13]1[C:21]2[C:16](=[CH:17][CH:18]=[CH:19][CH:20]=2)[CH:15]=[C:14]1[C:22]([OH:24])=O.[NH2:25][C@H:26]([C:30]([NH:32][CH:33]([CH:42]([OH:45])[CH2:43][F:44])[CH2:34][C:35]([O:37][C:38]([CH3:41])([CH3:40])[CH3:39])=[O:36])=[O:31])[CH:27]([CH3:29])[CH3:28]. Product: [C:38]([O:37][C:35](=[O:36])[CH2:34][CH:33]([NH:32][C:30](=[O:31])[C@H:26]([CH:27]([CH3:28])[CH3:29])[NH:25][C:22]([C:14]1[N:13]([CH3:12])[C:21]2[C:16]([CH:15]=1)=[CH:17][CH:18]=[CH:19][CH:20]=2)=[O:24])[CH:42]([OH:45])[CH2:43][F:44])([CH3:40])([CH3:39])[CH3:41]. The catalyst class is: 79. (3) Reactant: C([O:4][C:5]1[N:6]=[C:7]([C:27]([O:29]CC)=[O:28])[C:8]2[CH2:9][CH2:10][N:11]([CH2:18][C:19]3[CH:24]=[CH:23][C:22]([F:25])=[C:21]([Cl:26])[CH:20]=3)[C:12](=[O:17])[C:13]=2[C:14]=1[O:15][CH3:16])(=O)C.O.[OH-].[Li+].O.Cl. Product: [Cl:26][C:21]1[CH:20]=[C:19]([CH:24]=[CH:23][C:22]=1[F:25])[CH2:18][N:11]1[CH2:10][CH2:9][C:8]2[C:13](=[C:14]([O:15][CH3:16])[C:5](=[O:4])[NH:6][C:7]=2[C:27]([OH:29])=[O:28])[C:12]1=[O:17]. The catalyst class is: 8. (4) Reactant: I[C:2]1[N:6]2[CH:7]=[CH:8][CH:9]=[CH:10][C:5]2=[N:4][CH:3]=1.C([Mg]Cl)(C)C.[CH2:16]([Sn:20]([CH2:26][CH2:27][CH2:28][CH3:29])([CH2:22][CH2:23][CH2:24][CH3:25])Cl)[CH2:17][CH2:18][CH3:19]. Product: [CH2:26]([Sn:20]([CH2:16][CH2:17][CH2:18][CH3:19])([CH2:22][CH2:23][CH2:24][CH3:25])[C:2]1[N:6]2[CH:7]=[CH:8][CH:9]=[CH:10][C:5]2=[N:4][CH:3]=1)[CH2:27][CH2:28][CH3:29]. The catalyst class is: 134. (5) Reactant: O1CCCC1.[CH2:6]([O:8][CH:9]([O:15][CH2:16][CH3:17])[C:10]1([CH:13]=[O:14])[CH2:12][CH2:11]1)[CH3:7].[H-].[Al+3].[Li+].[H-].[H-].[H-]. Product: [CH2:16]([O:15][CH:9]([O:8][CH2:6][CH3:7])[C:10]1([CH2:13][OH:14])[CH2:11][CH2:12]1)[CH3:17]. The catalyst class is: 6. (6) Reactant: [NH2:1][C:2]1[C:3]2[C:10]([Cl:11])=[CH:9][N:8]([C@@H:12]3[O:16][C@H:15]([CH2:17][OH:18])[C@@H:14]([O:19][Si:20]([C:23]([CH3:26])([CH3:25])[CH3:24])([CH3:22])[CH3:21])[CH2:13]3)[C:4]=2[N:5]=[CH:6][N:7]=1.I(C1C=CC=CC=1C(O)=O)(=O)=O. Product: [NH2:1][C:2]1[C:3]2[C:10]([Cl:11])=[CH:9][N:8]([C@@H:12]3[O:16][C@H:15]([CH:17]=[O:18])[C@@H:14]([O:19][Si:20]([C:23]([CH3:26])([CH3:25])[CH3:24])([CH3:21])[CH3:22])[CH2:13]3)[C:4]=2[N:5]=[CH:6][N:7]=1. The catalyst class is: 10.